Dataset: Reaction yield outcomes from USPTO patents with 853,638 reactions. Task: Predict the reaction yield, written as a fraction of the theoretical maximum amount of product (1.0 means a 100% yield; for example, 0.34 means a 34% yield). (1) The reactants are F[C:2]1[CH:3]=[C:4]2[C:9](=[CH:10][C:11]=1[N+:12]([O-:14])=[O:13])[NH:8][C:7](=[O:15])[N:6]([NH:16][S:17]([CH3:20])(=[O:19])=[O:18])[C:5]2=[O:21].[NH2:22][C@H:23]([CH2:26][C:27]1[N:28]=[CH:29][NH:30][CH:31]=1)[CH2:24][OH:25]. No catalyst specified. The product is [OH:25][CH2:24][C@H:23]([NH:22][C:2]1[CH:3]=[C:4]2[C:9](=[CH:10][C:11]=1[N+:12]([O-:14])=[O:13])[NH:8][C:7](=[O:15])[N:6]([NH:16][S:17]([CH3:20])(=[O:19])=[O:18])[C:5]2=[O:21])[CH2:26][C:27]1[N:28]=[CH:29][NH:30][CH:31]=1. The yield is 0.430. (2) The reactants are [C:1]([O:5][C:6]([N:8]1[CH2:13][CH2:12][N:11]([C:14]2[C:19](Cl)=[N:18][CH:17]=[CH:16][N:15]=2)[CH2:10][CH2:9]1)=[O:7])([CH3:4])([CH3:3])[CH3:2].[F:21][C:22]([F:34])([F:33])[O:23][C:24]1[CH:29]=[CH:28][C:27](B(O)O)=[CH:26][CH:25]=1.C(O)C.C(=O)([O-])[O-].[Na+].[Na+]. The catalyst is C1(C)C=CC=CC=1.C1C=CC([P]([Pd]([P](C2C=CC=CC=2)(C2C=CC=CC=2)C2C=CC=CC=2)([P](C2C=CC=CC=2)(C2C=CC=CC=2)C2C=CC=CC=2)[P](C2C=CC=CC=2)(C2C=CC=CC=2)C2C=CC=CC=2)(C2C=CC=CC=2)C2C=CC=CC=2)=CC=1. The product is [C:1]([O:5][C:6]([N:8]1[CH2:13][CH2:12][N:11]([C:14]2[C:19]([C:27]3[CH:26]=[CH:25][C:24]([O:23][C:22]([F:21])([F:33])[F:34])=[CH:29][CH:28]=3)=[N:18][CH:17]=[CH:16][N:15]=2)[CH2:10][CH2:9]1)=[O:7])([CH3:4])([CH3:3])[CH3:2]. The yield is 0.940. (3) The catalyst is C1(C)C=CC=CC=1. The reactants are [CH3:1][O:2][CH2:3][O:4][C:5]1[CH:10]=[CH:9][CH:8]=[CH:7][C:6]=1[C:11](=O)[CH3:12].[CH:14]([C:16]1[CH:17]=[C:18]([CH:23]=[CH:24][CH:25]=1)[C:19]([O:21][CH3:22])=[O:20])=O.[C:26](#[N:30])[CH2:27][C:28]#[N:29].C([O-])(=O)C.[NH4+:35]. The yield is 0.280. The product is [NH2:29][C:28]1[C:27]([C:26]#[N:30])=[C:14]([C:16]2[CH:17]=[C:18]([CH:23]=[CH:24][CH:25]=2)[C:19]([O:21][CH3:22])=[O:20])[CH:12]=[C:11]([C:6]2[CH:7]=[CH:8][CH:9]=[CH:10][C:5]=2[O:4][CH2:3][O:2][CH3:1])[N:35]=1. (4) No catalyst specified. The yield is 0.740. The product is [C:11]([C:9]1[CH:8]=[CH:7][N:6]2[CH:2]=[C:3]([NH:17][C:18]([NH:20][CH2:21][CH3:22])=[O:19])[N:4]=[C:5]2[CH:10]=1)(=[O:26])[CH3:16]. The reactants are Cl[C:2]1[N:6]2[CH:7]=[CH:8][C:9]([C:11]3C=NC=C[CH:16]=3)=[CH:10][C:5]2=[N:4][C:3]=1[NH:17][C:18]([NH:20][CH2:21][CH3:22])=[O:19].N.C([OH:26])C. (5) The reactants are O.[ClH:2].[OH:3][C:4]([C:34]1[CH:39]=[CH:38][CH:37]=[CH:36][CH:35]=1)([C:28]1[CH:33]=[CH:32][CH:31]=[CH:30][CH:29]=1)[CH:5]1[CH2:10][CH2:9][N:8]([CH2:11][CH2:12][CH2:13][CH:14]([C:16]2[CH:21]=[CH:20][C:19]([C:22]([CH3:27])([CH3:26])[C:23]([OH:25])=[O:24])=[CH:18][CH:17]=2)[OH:15])[CH2:7][CH2:6]1.O. The catalyst is CC(C)=O. The product is [ClH:2].[OH:3][C:4]([C:34]1[CH:35]=[CH:36][CH:37]=[CH:38][CH:39]=1)([C:28]1[CH:29]=[CH:30][CH:31]=[CH:32][CH:33]=1)[CH:5]1[CH2:10][CH2:9][N:8]([CH2:11][CH2:12][CH2:13][CH:14]([C:16]2[CH:21]=[CH:20][C:19]([C:22]([CH3:27])([CH3:26])[C:23]([OH:25])=[O:24])=[CH:18][CH:17]=2)[OH:15])[CH2:7][CH2:6]1. The yield is 0.970. (6) The reactants are [CH3:1][C:2]1[CH:7]=[CH:6][N:5]=[CH:4][C:3]=1[N:8]1[CH2:12][CH2:11][NH:10][C:9]1=[O:13].Br[C:15]1[CH:20]=[CH:19][C:18]([F:21])=[C:17]([Cl:22])[CH:16]=1.N[C@@H]1CCCC[C@H]1N.C(=O)([O-])[O-].[K+].[K+]. The catalyst is [Cu](I)I.O1CCOCC1. The product is [Cl:22][C:17]1[CH:16]=[C:15]([N:10]2[CH2:11][CH2:12][N:8]([C:3]3[CH:4]=[N:5][CH:6]=[CH:7][C:2]=3[CH3:1])[C:9]2=[O:13])[CH:20]=[CH:19][C:18]=1[F:21]. The yield is 0.842.